The task is: Predict the reactants needed to synthesize the given product.. This data is from Full USPTO retrosynthesis dataset with 1.9M reactions from patents (1976-2016). (1) The reactants are: [CH3:1][O:2][C:3]1[CH:4]=[CH:5][C:6]2[C:10]([O:11][C:12]3[CH:17]=[CH:16][C:15]([O:18][CH2:19][CH2:20][N:21]4[CH2:26][CH2:25][CH2:24][CH2:23][CH2:22]4)=[CH:14][CH:13]=3)=[C:9](Br)[S:8][C:7]=2[CH:28]=1.[C:29]([C:37]1[CH:42]=[CH:41][C:40](B(O)O)=[CH:39][CH:38]=1)(=[O:36])[C:30]1[CH:35]=[CH:34][CH:33]=[CH:32][CH:31]=1.C(=O)([O-])[O-].[Na+].[Na+]. Given the product [CH3:1][O:2][C:3]1[CH:4]=[CH:5][C:6]2[C:10]([O:11][C:12]3[CH:17]=[CH:16][C:15]([O:18][CH2:19][CH2:20][N:21]4[CH2:26][CH2:25][CH2:24][CH2:23][CH2:22]4)=[CH:14][CH:13]=3)=[C:9]([C:40]3[CH:41]=[CH:42][C:37]([C:29]([C:30]4[CH:35]=[CH:34][CH:33]=[CH:32][CH:31]=4)=[O:36])=[CH:38][CH:39]=3)[S:8][C:7]=2[CH:28]=1, predict the reactants needed to synthesize it. (2) Given the product [CH:11]1([C:9]2[CH:8]=[CH:7][N:6]3[C:2]([C:27]4[CH:26]=[C:25]([C:29]5[C:30]([C:35]#[N:36])=[CH:31][CH:32]=[CH:33][CH:34]=5)[CH:24]=[CH:23][CH:28]=4)=[CH:3][N:4]=[C:5]3[N:10]=2)[CH2:14][CH2:13][CH2:12]1, predict the reactants needed to synthesize it. The reactants are: Br[C:2]1[N:6]2[CH:7]=[CH:8][C:9]([CH:11]3[CH2:14][CH2:13][CH2:12]3)=[N:10][C:5]2=[N:4][CH:3]=1.CC1(C)C(C)(C)OB([C:23]2[CH:24]=[C:25]([C:29]3[C:30]([C:35]#[N:36])=[CH:31][CH:32]=[CH:33][CH:34]=3)[CH:26]=[CH:27][CH:28]=2)O1. (3) Given the product [Br:1][C:2]1[CH:3]=[C:4]([CH:17]=[C:18]([CH:21]([C:28]2[CH:27]=[CH:26][CH:25]=[C:24]([F:23])[CH:29]=2)[OH:22])[C:19]=1[CH3:20])[CH2:5][N:6]([CH:14]1[CH2:15][CH2:16]1)[C:7](=[O:13])[O:8][C:9]([CH3:12])([CH3:11])[CH3:10], predict the reactants needed to synthesize it. The reactants are: [Br:1][C:2]1[CH:3]=[C:4]([CH:17]=[C:18]([CH:21]=[O:22])[C:19]=1[CH3:20])[CH2:5][N:6]([CH:14]1[CH2:16][CH2:15]1)[C:7](=[O:13])[O:8][C:9]([CH3:12])([CH3:11])[CH3:10].[F:23][C:24]1[CH:25]=[C:26]([Mg]Br)[CH:27]=[CH:28][CH:29]=1. (4) Given the product [CH3:17][C:12]1([CH3:18])[C:13]([CH3:15])([CH3:16])[CH2:14][C:10]([C:5]2[CH:6]=[CH:7][CH:8]=[CH:9][C:4]=2[NH2:1])=[CH:11]1, predict the reactants needed to synthesize it. The reactants are: [N+:1]([C:4]1[CH:9]=[CH:8][CH:7]=[CH:6][C:5]=1[C:10]1[CH2:14][C:13]([CH3:16])([CH3:15])[C:12]([CH3:18])([CH3:17])[CH:11]=1)([O-])=O.C(O)C.[Cl-].[NH4+].